Dataset: Full USPTO retrosynthesis dataset with 1.9M reactions from patents (1976-2016). Task: Predict the reactants needed to synthesize the given product. Given the product [Br:5][C:6]1[CH:7]=[CH:8][C:9]([S:3][CH2:1][CH3:2])=[C:10]([CH:13]=1)[CH:11]=[O:12], predict the reactants needed to synthesize it. The reactants are: [CH2:1]([S-:3])[CH3:2].[Na+].[Br:5][C:6]1[CH:7]=[CH:8][C:9](F)=[C:10]([CH:13]=1)[CH:11]=[O:12].Cl.